This data is from Reaction yield outcomes from USPTO patents with 853,638 reactions. The task is: Predict the reaction yield, written as a fraction of the theoretical maximum amount of product (1.0 means a 100% yield; for example, 0.34 means a 34% yield). (1) The reactants are [C:1]([CH2:9][CH2:10][CH2:11][CH2:12][CH2:13][CH2:14][C:15]([O:17][CH2:18][CH3:19])=[O:16])(=[O:8])[C:2]1[CH:7]=[CH:6][CH:5]=[CH:4][CH:3]=1.[C:20](Cl)(=[O:27])C1C=CC=CC=1. No catalyst specified. The product is [C:1]([CH2:9][CH2:10][CH2:11][CH2:12][CH2:13][CH2:14][C:15]([O:17][CH2:18][CH3:19])=[O:16])(=[O:8])[C:2]1[CH:7]=[CH:6][C:5]([O:27][CH3:20])=[CH:4][CH:3]=1. The yield is 0.590. (2) The reactants are [C:1]([C:5]1[CH:10]=[CH:9][C:8]([S:11](Cl)(=[O:13])=[O:12])=[CH:7][CH:6]=1)([CH3:4])([CH3:3])[CH3:2].[N:15]1[C:24]2[C:19](=[C:20]([N:25]3[C:29]([NH2:30])=[CH:28][C:27]([C:31]([F:34])([F:33])[F:32])=[N:26]3)[CH:21]=[CH:22][CH:23]=2)[CH:18]=[CH:17][CH:16]=1.ClCCl.[OH-].[Na+]. The catalyst is N1C=CC=CC=1. The product is [C:1]([C:5]1[CH:10]=[CH:9][C:8]([S:11]([NH:30][C:29]2[N:25]([C:20]3[CH:21]=[CH:22][CH:23]=[C:24]4[C:19]=3[CH:18]=[CH:17][CH:16]=[N:15]4)[N:26]=[C:27]([C:31]([F:34])([F:33])[F:32])[CH:28]=2)(=[O:13])=[O:12])=[CH:7][CH:6]=1)([CH3:4])([CH3:3])[CH3:2]. The yield is 0.320. (3) The reactants are Cl.[NH2:2][CH2:3][C:4]1[CH:9]=[CH:8][C:7]([C:10]2[CH:26]=[CH:25][C:13]([O:14][CH:15]([CH3:24])[CH2:16][NH:17][S:18]([CH:21]([CH3:23])[CH3:22])(=[O:20])=[O:19])=[CH:12][CH:11]=2)=[CH:6][CH:5]=1.C(N(CC)CC)C.[C:34](Cl)(=[O:38])[CH:35]([CH3:37])[CH3:36]. The catalyst is C(Cl)Cl. The product is [CH3:36][CH:35]([CH3:37])[C:34]([NH:2][CH2:3][C:4]1[CH:5]=[CH:6][C:7]([C:10]2[CH:26]=[CH:25][C:13]([O:14][CH:15]([CH3:24])[CH2:16][NH:17][S:18]([CH:21]([CH3:22])[CH3:23])(=[O:20])=[O:19])=[CH:12][CH:11]=2)=[CH:8][CH:9]=1)=[O:38]. The yield is 0.190. (4) The catalyst is C(Cl)Cl. The product is [Cl:37][C:22]1[C:23]([CH2:25][O:26][C:27]2[CH:36]=[CH:35][C:34]3[CH2:33][CH2:32][CH2:31][CH2:30][C:29]=3[CH:28]=2)=[CH:24][C:19]2[O:18][N:17]=[C:16]([NH2:8])[C:20]=2[CH:21]=1. The yield is 0.660. The reactants are C(OC([N:8]([C:16]1[C:20]2[CH:21]=[C:22]([Cl:37])[C:23]([CH2:25][O:26][C:27]3[CH:36]=[CH:35][C:34]4[CH2:33][CH2:32][CH2:31][CH2:30][C:29]=4[CH:28]=3)=[CH:24][C:19]=2[O:18][N:17]=1)C(=O)OC(C)(C)C)=O)(C)(C)C.FC(F)(F)C(O)=O. (5) The reactants are C[Si](C)(C)[N-][Si](C)(C)C.[Li+].[CH2:11]1[O:21][C:14]2([CH2:19][CH2:18][C:17](=[O:20])[CH2:16][CH2:15]2)[O:13][CH2:12]1.[S:22]1[C:26]2[CH:27]=[C:28]([C:31](Cl)=[O:32])[CH:29]=[CH:30][C:25]=2[N:24]=[CH:23]1.O. The catalyst is C1COCC1. The product is [S:22]1[C:26]2[CH:27]=[C:28]([C:31]([CH:18]3[C:17](=[O:20])[CH2:16][CH2:15][C:14]4([O:13][CH2:12][CH2:11][O:21]4)[CH2:19]3)=[O:32])[CH:29]=[CH:30][C:25]=2[N:24]=[CH:23]1. The yield is 0.350. (6) The reactants are [CH2:1]([C:3]1[N:4]=[C:5]([C@@H:8]([NH:21][C:22](=[O:36])[C@@H:23]([NH:31][C:32]([O:34][CH3:35])=[O:33])[CH2:24][C:25]2[CH:30]=[CH:29][CH:28]=[CH:27][CH:26]=2)[CH2:9][C:10]2[CH:15]=[CH:14][C:13]([NH:16][S:17](=[O:20])(=[O:19])[OH:18])=[CH:12][CH:11]=2)[S:6][CH:7]=1)[CH3:2].[OH-].[Na+].N(C)(C)C.COS(O[Na:49])(=O)=O. The catalyst is CO.O. The product is [CH2:1]([C:3]1[N:4]=[C:5]([C@@H:8]([NH:21][C:22](=[O:36])[C@@H:23]([NH:31][C:32]([O:34][CH3:35])=[O:33])[CH2:24][C:25]2[CH:30]=[CH:29][CH:28]=[CH:27][CH:26]=2)[CH2:9][C:10]2[CH:15]=[CH:14][C:13]([NH:16][S:17](=[O:18])(=[O:19])[O-:20])=[CH:12][CH:11]=2)[S:6][CH:7]=1)[CH3:2].[Na+:49]. The yield is 0.830.